From a dataset of Forward reaction prediction with 1.9M reactions from USPTO patents (1976-2016). Predict the product of the given reaction. Given the reactants [C:1]([C:5]1[CH:12]=[CH:11][C:8]([CH2:9][NH2:10])=[CH:7][CH:6]=1)([CH3:4])([CH3:3])[CH3:2].[CH3:13][C:14]1[O:18][C:17]([CH:19]([CH3:23])[CH2:20][CH:21]=O)=[CH:16][CH:15]=1.[BH4-].[Na+], predict the reaction product. The product is: [C:1]([C:5]1[CH:6]=[CH:7][C:8]([CH2:9][NH:10][CH2:21][CH2:20][CH:19]([C:17]2[O:18][C:14]([CH3:13])=[CH:15][CH:16]=2)[CH3:23])=[CH:11][CH:12]=1)([CH3:4])([CH3:2])[CH3:3].